This data is from Full USPTO retrosynthesis dataset with 1.9M reactions from patents (1976-2016). The task is: Predict the reactants needed to synthesize the given product. (1) Given the product [CH3:39][O:44][CH2:43][CH2:42][O:41][CH2:40][CH2:45][N:9]1[C:10]2[C:6](=[C:5]3[S:1][CH:2]=[N:3][C:4]3=[CH:12][CH:11]=2)[C:7]2([C:25]3[C:16](=[CH:17][C:18]4[O:23][CH2:22][CH2:21][O:20][C:19]=4[CH:24]=3)[O:15][CH2:14]2)[C:8]1=[O:13], predict the reactants needed to synthesize it. The reactants are: [S:1]1[C:5]2=[C:6]3[C:10](=[CH:11][CH:12]=[C:4]2[N:3]=[CH:2]1)[NH:9][C:8](=[O:13])[C:7]13[C:25]2[C:16](=[CH:17][C:18]3[O:23][CH2:22][CH2:21][O:20][C:19]=3[CH:24]=2)[O:15][CH2:14]1.N1C2C(=CC=CC=2)[C@@]2(C3C(=C[C:39]4[O:44][CH2:43][CH2:42][O:41][C:40]=4[CH:45]=3)OC2)C1=O. (2) Given the product [CH3:1][O:2][C:3](=[O:14])[C:4]1[CH:9]=[CH:8][C:7]([I:10])=[C:6]([NH2:11])[CH:5]=1, predict the reactants needed to synthesize it. The reactants are: [CH3:1][O:2][C:3](=[O:14])[C:4]1[CH:9]=[CH:8][C:7]([I:10])=[C:6]([N+:11]([O-])=O)[CH:5]=1. (3) Given the product [C:15]([N:5]1[C@@H:4]([CH:1]([CH3:3])[CH3:2])[CH2:8][O:7][C:6]1=[O:9])(=[O:22])[CH2:16][CH2:17][CH2:18][CH2:19][CH2:20][CH3:21], predict the reactants needed to synthesize it. The reactants are: [CH:1]([C@H:4]1[CH2:8][O:7][C:6](=[O:9])[NH:5]1)([CH3:3])[CH3:2].[Li]CCCC.[C:15](Cl)(=[O:22])[CH2:16][CH2:17][CH2:18][CH2:19][CH2:20][CH3:21].[NH4+].[Cl-].